This data is from Reaction yield outcomes from USPTO patents with 853,638 reactions. The task is: Predict the reaction yield, written as a fraction of the theoretical maximum amount of product (1.0 means a 100% yield; for example, 0.34 means a 34% yield). (1) The reactants are [Br:1][C:2]1[CH:3]=[C:4]([CH2:8][C:9]#[N:10])[CH:5]=[CH:6][CH:7]=1.[H-].[Na+].[CH3:13]I. The catalyst is O1CCCC1.C(OCC)(=O)C. The product is [Br:1][C:2]1[CH:3]=[C:4]([CH:8]([CH3:13])[C:9]#[N:10])[CH:5]=[CH:6][CH:7]=1. The yield is 0.550. (2) The reactants are [CH3:1][N:2]1[CH2:7][CH2:6][N:5]([C:8]([C:10]2[CH:33]=[CH:32][C:13]3[N:14]([C:17]4[N:22]=[C:21]([NH:23][C@H:24]([C:26]5[CH:31]=[CH:30][CH:29]=[CH:28][CH:27]=5)[CH3:25])[CH:20]=[N:19][CH:18]=4)[CH:15]=[N:16][C:12]=3[CH:11]=2)=O)[CH2:4][CH2:3]1.[H-].[H-].[H-].[H-].[Li+].[Al+3].O.[OH-].[Na+]. The catalyst is C1COCC1. The product is [CH3:1][N:2]1[CH2:7][CH2:6][N:5]([CH2:8][C:10]2[CH:33]=[CH:32][C:13]3[N:14]([C:17]4[N:22]=[C:21]([NH:23][C@H:24]([C:26]5[CH:27]=[CH:28][CH:29]=[CH:30][CH:31]=5)[CH3:25])[CH:20]=[N:19][CH:18]=4)[CH:15]=[N:16][C:12]=3[CH:11]=2)[CH2:4][CH2:3]1. The yield is 0.520. (3) The reactants are C[O:2][C:3]([C:5]1[CH:24]=[CH:23][C:8]([CH2:9][NH:10][C:11](=[O:22])[NH:12][C:13]2[CH:17]=[CH:16][S:15][C:14]=2[C:18](OC)=[O:19])=[CH:7][CH:6]=1)=[O:4].[OH-].[Na+].O. The catalyst is CO. The product is [O:22]=[C:11]1[NH:12][C:13]2[CH:17]=[CH:16][S:15][C:14]=2[C:18](=[O:19])[N:10]1[CH2:9][C:8]1[CH:23]=[CH:24][C:5]([C:3]([OH:2])=[O:4])=[CH:6][CH:7]=1. The yield is 0.950.